This data is from Full USPTO retrosynthesis dataset with 1.9M reactions from patents (1976-2016). The task is: Predict the reactants needed to synthesize the given product. (1) Given the product [C:1]([O:5][C:6]([CH:8]1[CH2:9][CH2:10][CH:11]([C:14]2[CH:15]=[CH:16][C:17]([C:18]([OH:20])=[O:19])=[CH:23][CH:24]=2)[CH2:12][CH2:13]1)=[O:7])([CH3:4])([CH3:2])[CH3:3], predict the reactants needed to synthesize it. The reactants are: [C:1]([O:5][C:6]([CH:8]1[CH2:13][CH2:12][CH:11]([C:14]2[CH:24]=[CH:23][C:17]([C:18]([O:20]CC)=[O:19])=[CH:16][CH:15]=2)[CH2:10][CH2:9]1)=[O:7])([CH3:4])([CH3:3])[CH3:2].O1CCCC1.O.[OH-].[Li+]. (2) Given the product [CH3:28][S:29]([N:2]1[CH2:7][CH2:6][CH2:5][C@@H:4]([NH:8][C:9]2[C:14]([C:15]([NH2:17])=[O:16])=[CH:13][N:12]=[C:11]3[NH:18][CH:19]=[CH:20][C:10]=23)[CH2:3]1)(=[O:31])=[O:30], predict the reactants needed to synthesize it. The reactants are: Cl.[NH:2]1[CH2:7][CH2:6][CH2:5][C@@H:4]([NH:8][C:9]2[C:14]([C:15]([NH2:17])=[O:16])=[CH:13][N:12]=[C:11]3[NH:18][CH:19]=[CH:20][C:10]=23)[CH2:3]1.C(N(CC)CC)C.[CH3:28][S:29](Cl)(=[O:31])=[O:30].O. (3) Given the product [Br:17][C:6]1[CH:5]=[C:4]([N+:1]([O-:3])=[O:2])[C:13]2[C:8](=[CH:9][CH:10]=[CH:11][CH:12]=2)[N:7]=1, predict the reactants needed to synthesize it. The reactants are: [N+:1]([C:4]1[C:13]2[C:8](=[CH:9][CH:10]=[CH:11][CH:12]=2)[N+:7]([O-])=[CH:6][CH:5]=1)([O-:3])=[O:2].P(Br)(Br)([Br:17])=O.[OH-].[Na+]. (4) Given the product [NH2:1][C:2]1[C:15]2[C:14](=[O:16])[C:13]3[C:8](=[CH:9][CH:10]=[CH:11][CH:12]=3)[C:7](=[O:17])[C:6]=2[C:5]([NH:19][C:20]2[CH:25]=[CH:24][C:23]([OH:26])=[CH:22][CH:21]=2)=[CH:4][CH:3]=1, predict the reactants needed to synthesize it. The reactants are: [NH2:1][C:2]1[C:15]2[C:14](=[O:16])[C:13]3[C:8](=[CH:9][CH:10]=[CH:11][CH:12]=3)[C:7](=[O:17])[C:6]=2[C:5](O)=[CH:4][CH:3]=1.[NH2:19][C:20]1[CH:25]=[CH:24][C:23]([OH:26])=[CH:22][CH:21]=1.B(O)(O)O. (5) Given the product [F:1][C:2]1[CH:15]=[CH:14][C:5]([CH2:6][C:7]2[C:11]([CH3:12])=[N:10][N:9]([C:19]3[CH:26]=[CH:25][C:22]([C:23]#[N:24])=[CH:21][CH:20]=3)[C:8]=2[CH3:13])=[CH:4][CH:3]=1, predict the reactants needed to synthesize it. The reactants are: [F:1][C:2]1[CH:15]=[CH:14][C:5]([CH2:6][C:7]2[C:8]([CH3:13])=[N:9][NH:10][C:11]=2[CH3:12])=[CH:4][CH:3]=1.[H-].[Na+].F[C:19]1[CH:26]=[CH:25][C:22]([C:23]#[N:24])=[CH:21][CH:20]=1.[Cl-].[NH4+].